From a dataset of Forward reaction prediction with 1.9M reactions from USPTO patents (1976-2016). Predict the product of the given reaction. (1) Given the reactants O[CH:2]1[CH2:6][CH2:5][CH:4]([C:7]2[N:12]=[C:11]3[CH2:13][CH2:14][CH2:15][C:10]3=[C:9]([NH:16][C:17]3[CH:22]=[CH:21][C:20]([CH2:23][C:24]([NH2:26])=[O:25])=[CH:19][CH:18]=3)[CH:8]=2)[CH2:3]1.C1(P(C2C=CC=CC=2)C2C=CC=CC=2)C=CC=CC=1.CC(C)(O)[C:48]#[N:49].N(C(OC(C)(C)C)=O)=NC(OC(C)(C)C)=O, predict the reaction product. The product is: [C:48]([CH:2]1[CH2:6][CH2:5][CH:4]([C:7]2[N:12]=[C:11]3[CH2:13][CH2:14][CH2:15][C:10]3=[C:9]([NH:16][C:17]3[CH:18]=[CH:19][C:20]([CH2:23][C:24]([NH2:26])=[O:25])=[CH:21][CH:22]=3)[CH:8]=2)[CH2:3]1)#[N:49]. (2) Given the reactants [F:1][C:2]1[CH:7]=[CH:6][C:5]([C:8]2[N:9]=[C:10]([CH:13]=O)[S:11][CH:12]=2)=[CH:4][CH:3]=1.[C:15]([O:19][C:20]([CH:22]=P(C1C=CC=CC=1)(C1C=CC=CC=1)C1C=CC=CC=1)=[O:21])([CH3:18])([CH3:17])[CH3:16], predict the reaction product. The product is: [C:15]([O:19][C:20](=[O:21])[CH:22]=[CH:13][C:10]1[S:11][CH:12]=[C:8]([C:5]2[CH:4]=[CH:3][C:2]([F:1])=[CH:7][CH:6]=2)[N:9]=1)([CH3:18])([CH3:17])[CH3:16]. (3) Given the reactants [C:1]([CH2:3][CH2:4][N:5]1[C:9]([C:10]2[CH:15]=[CH:14][C:13]([O:16][C:17]3[CH:22]=[CH:21][C:20]([F:23])=[CH:19][CH:18]=3)=[CH:12][CH:11]=2)=[CH:8][CH:7]=[N:6]1)#[N:2].[OH-:24].[K+].OO, predict the reaction product. The product is: [F:23][C:20]1[CH:21]=[CH:22][C:17]([O:16][C:13]2[CH:14]=[CH:15][C:10]([C:9]3[N:5]([CH2:4][CH2:3][C:1]([NH2:2])=[O:24])[N:6]=[CH:7][CH:8]=3)=[CH:11][CH:12]=2)=[CH:18][CH:19]=1. (4) Given the reactants [F:1][C:2]([F:14])([F:13])[CH2:3][N:4]1[CH:8]=[CH:7][C:6]([C:9]([O:11]C)=[O:10])=[N:5]1.[OH-].[Li+], predict the reaction product. The product is: [F:14][C:2]([F:1])([F:13])[CH2:3][N:4]1[CH:8]=[CH:7][C:6]([C:9]([OH:11])=[O:10])=[N:5]1. (5) The product is: [ClH:50].[ClH:50].[CH:30]1([C@H:14]([NH:13][C:11](=[O:12])[C@H:9]([CH3:10])[NH:8][CH3:6])[C:15]([N:17]2[C@H:22]([C:23]([NH:49][C:46]([CH3:48])([C:40]3[CH:45]=[CH:44][CH:43]=[CH:42][CH:41]=3)[CH3:47])=[O:24])[CH2:21][N:20]3[CH2:27][CH2:28][CH2:29][C@@H:19]3[CH2:18]2)=[O:16])[CH2:35][CH2:34][CH2:33][CH2:32][CH2:31]1. Given the reactants C(O[C:6]([N:8](C)[C@H:9]([C:11]([NH:13][C@@H:14]([CH:30]1[CH2:35][CH2:34][CH2:33][CH2:32][CH2:31]1)[C:15]([N:17]1[C@H:22]([C:23](OC)=[O:24])[CH2:21][N:20]2[CH2:27][CH2:28][CH2:29][C@@H:19]2[CH2:18]1)=[O:16])=[O:12])[CH3:10])=O)(C)(C)C.O.[OH-].[Li+].[C:40]1([C:46]([NH2:49])([CH3:48])[CH3:47])[CH:45]=[CH:44][CH:43]=[CH:42][CH:41]=1.[Cl-:50].COC1N=C(OC)N=C([N+]2(C)CCOCC2)N=1.C(OCC)(=O)C.Cl.C(=O)([O-])O.[Na+], predict the reaction product. (6) The product is: [Cl:54][C:55]1[CH:60]=[C:59]([CH3:61])[CH:58]=[CH:57][C:56]=1[NH:62][C:29]([CH2:28][CH:19]([C:5]1[C:4]([CH:1]2[CH2:2][CH2:3]2)=[C:8]([CH:9]2[CH2:10][CH:11]([CH2:13][CH:14]([CH2:15][CH3:16])[CH2:17][CH3:18])[CH2:12]2)[O:7][N:6]=1)[CH2:20][C:21]([O:23][C:24]([CH3:25])([CH3:27])[CH3:26])=[O:22])=[O:31]. Given the reactants [CH:1]1([C:4]2[C:5]([CH:19]([CH2:28][C:29]([O-:31])=O)[CH2:20][C:21]([O:23][C:24]([CH3:27])([CH3:26])[CH3:25])=[O:22])=[N:6][O:7][C:8]=2[CH:9]2[CH2:12][CH:11]([CH2:13][CH:14]([CH2:17][CH3:18])[CH2:15][CH3:16])[CH2:10]2)[CH2:3][CH2:2]1.C1C=CC2N(O)N=NC=2C=1.CCN=C=NCCCN(C)C.Cl.[Cl:54][C:55]1[CH:60]=[C:59]([CH3:61])[CH:58]=[CH:57][C:56]=1[NH2:62], predict the reaction product. (7) Given the reactants [N:1]1[CH:6]=[CH:5][CH:4]=[C:3]([C:7]2[CH:8]=[CH:9][C:10]3[CH:11]([CH:21]4[CH2:27][CH:26]5[NH:28][CH:23]([CH2:24][CH2:25]5)[CH2:22]4)[C:12]4[C:17]([O:18][C:19]=3[CH:20]=2)=[CH:16][CH:15]=[CH:14][CH:13]=4)[CH:2]=1.C(O[BH-](OC(=O)C)OC(=O)C)(=O)C.C[N+](C)(C)C.[O:47]1[CH:51]=[CH:50][C:49]([CH:52]=O)=[CH:48]1, predict the reaction product. The product is: [O:47]1[CH:51]=[CH:50][C:49]([CH2:52][N:28]2[CH:23]3[CH2:24][CH2:25][CH:26]2[CH2:27][CH:21]([CH:11]2[C:10]4[CH:9]=[CH:8][C:7]([C:3]5[CH:2]=[N:1][CH:6]=[CH:5][CH:4]=5)=[CH:20][C:19]=4[O:18][C:17]4[C:12]2=[CH:13][CH:14]=[CH:15][CH:16]=4)[CH2:22]3)=[CH:48]1.